Dataset: Full USPTO retrosynthesis dataset with 1.9M reactions from patents (1976-2016). Task: Predict the reactants needed to synthesize the given product. (1) Given the product [CH2:17]([N:7]1[CH:8]=[CH:9][C:5]([C:1]([CH3:4])([CH3:3])[CH3:2])=[N:6]1)[C:18]1[CH:23]=[CH:22][CH:21]=[CH:20][CH:19]=1, predict the reactants needed to synthesize it. The reactants are: [C:1]([C:5]1[CH:9]=[CH:8][NH:7][N:6]=1)([CH3:4])([CH3:3])[CH3:2].[H-].[Na+].CN(C)C=O.[CH2:17](Br)[C:18]1[CH:23]=[CH:22][CH:21]=[CH:20][CH:19]=1. (2) Given the product [NH2:8][C:7]1[C:2]([CH3:1])=[C:3]([NH:11][C:12]([N:14]=[S:15]([CH3:18])([CH3:17])=[O:16])=[O:13])[CH:4]=[CH:5][CH:6]=1, predict the reactants needed to synthesize it. The reactants are: [CH3:1][C:2]1[C:7]([N+:8]([O-])=O)=[CH:6][CH:5]=[CH:4][C:3]=1[NH:11][C:12]([N:14]=[S:15]([CH3:18])([CH3:17])=[O:16])=[O:13].NC1C=CC(NC(N=S(C)(C)=O)=O)=CC=1. (3) Given the product [Cl:18][C:19]1[CH:32]=[CH:31][C:30]([NH:33][C:34]2[NH:16][C:13]3[CH:14]=[CH:15][C:10]([O:9][C:7]4[CH:6]=[CH:5][N:4]=[C:3]([S:2][CH3:1])[N:8]=4)=[CH:11][C:12]=3[N:17]=2)=[CH:29][C:20]=1[CH2:21][N:22]1[CH2:27][CH2:26][N:25]([CH3:28])[CH2:24][CH2:23]1, predict the reactants needed to synthesize it. The reactants are: [CH3:1][S:2][C:3]1[N:8]=[C:7]([O:9][C:10]2[CH:11]=[C:12]([NH2:17])[C:13]([NH2:16])=[CH:14][CH:15]=2)[CH:6]=[CH:5][N:4]=1.[Cl:18][C:19]1[CH:32]=[CH:31][C:30]([N:33]=[C:34]=S)=[CH:29][C:20]=1[CH2:21][N:22]1[CH2:27][CH2:26][N:25]([CH3:28])[CH2:24][CH2:23]1.N1C=CN=C1.C(Cl)CCl. (4) Given the product [Br:22][C:17]1[CH:16]=[CH:15][C:14]2[C:19](=[CH:20][CH:21]=[C:12]([NH:11][S:2](=[O:4])(=[O:3])[NH2:5])[CH:13]=2)[CH:18]=1, predict the reactants needed to synthesize it. The reactants are: Cl[S:2]([N:5]=C=O)(=[O:4])=[O:3].C(O)=O.[NH2:11][C:12]1[CH:21]=[CH:20][C:19]2[C:14](=[CH:15][CH:16]=[C:17]([Br:22])[CH:18]=2)[CH:13]=1.C(OCC)(=O)C. (5) Given the product [F:46][C:47]1[CH:48]=[C:49]([CH:91]=[CH:92][CH:93]=1)[CH2:50][N:51]1[CH:55]=[C:54]([C:56]2[C:64]3[C:59](=[N:60][CH:61]=[C:62]([C:65]4[CH:66]=[CH:67][C:68]([N:71]5[CH2:72][CH2:73][N:74]([CH2:77][C@@H:78]([OH:80])[CH3:79])[CH2:75][CH2:76]5)=[N:69][CH:70]=4)[CH:63]=3)[NH:58][CH:57]=2)[CH:53]=[N:52]1, predict the reactants needed to synthesize it. The reactants are: Cl.FC1C=C(C=CC=1)CN1C=C(C2C3C(=NC=C(C4C=CC(C5CCNCC5)=CC=4)C=3)N(S(C3C=CC(C)=CC=3)(=O)=O)C=2)C=N1.[F:46][C:47]1[CH:48]=[C:49]([CH:91]=[CH:92][CH:93]=1)[CH2:50][N:51]1[CH:55]=[C:54]([C:56]2[C:64]3[C:59](=[N:60][CH:61]=[C:62]([C:65]4[CH:66]=[CH:67][C:68]([N:71]5[CH2:76][CH2:75][N:74]([CH2:77][C@@H:78]([OH:80])[CH3:79])[CH2:73][CH2:72]5)=[N:69][CH:70]=4)[CH:63]=3)[N:58](S(C3C=CC(C)=CC=3)(=O)=O)[CH:57]=2)[CH:53]=[N:52]1.[OH-].[Li+]. (6) Given the product [CH:1]1([O:6][CH2:7][CH2:8][O:9][C:40]2[CH:41]=[CH:42][C:37]([O:36][CH2:29][C:30]3[CH:35]=[CH:34][CH:33]=[CH:32][CH:31]=3)=[CH:38][CH:39]=2)[CH2:5][CH2:4][CH2:3][CH2:2]1, predict the reactants needed to synthesize it. The reactants are: [CH:1]1([O:6][CH2:7][CH2:8][OH:9])[CH2:5][CH2:4][CH2:3][CH2:2]1.C1(P(C2C=CC=CC=2)C2C=CC=CC=2)C=CC=CC=1.[CH2:29]([O:36][C:37]1[CH:42]=[CH:41][C:40](O)=[CH:39][CH:38]=1)[C:30]1[CH:35]=[CH:34][CH:33]=[CH:32][CH:31]=1.N(C(OC(C)(C)C)=O)=NC(OC(C)(C)C)=O. (7) Given the product [CH2:13]([NH:23][C:24]([NH:10][S:7]([C:4]1[CH:3]=[C:2]([CH3:1])[S:6][CH:5]=1)(=[O:9])=[O:8])=[O:25])[CH2:14][CH2:15][CH2:16][CH2:17][CH2:18][CH2:19][NH:20][C:21]([NH:10][S:7]([C:4]1[CH:3]=[C:2]([CH3:1])[S:6][CH:5]=1)(=[O:9])=[O:8])=[O:22], predict the reactants needed to synthesize it. The reactants are: [CH3:1][C:2]1[S:6][CH:5]=[C:4]([S:7]([NH2:10])(=[O:9])=[O:8])[CH:3]=1.[H-].[Na+].[CH2:13]([N:23]=[C:24]=[O:25])[CH2:14][CH2:15][CH2:16][CH2:17][CH2:18][CH2:19][N:20]=[C:21]=[O:22].